Dataset: Forward reaction prediction with 1.9M reactions from USPTO patents (1976-2016). Task: Predict the product of the given reaction. (1) Given the reactants [OH:1][C:2]1[CH:3]=[C:4]2[C:8](=[CH:9][CH:10]=1)[N:7]([CH2:11][C:12]([F:15])([F:14])[F:13])[C:6]([C:16]([N:18]1[CH2:23][CH2:22][O:21][CH2:20][CH2:19]1)=[O:17])=[CH:5]2.[CH:24]12[CH2:29][CH:28]1[CH2:27][N:26]([CH2:30][CH2:31][CH2:32]OC1C=C3C(=CC=1)NC(C(N1CCOCC1)=O)=C3)[CH2:25]2.FC(F)(F)COS(C(F)(F)F)(=O)=O, predict the reaction product. The product is: [CH:24]12[CH2:29][CH:28]1[CH2:27][N:26]([CH2:30][CH2:31][CH2:32][O:1][C:2]1[CH:3]=[C:4]3[C:8](=[CH:9][CH:10]=1)[N:7]([CH2:11][C:12]([F:15])([F:13])[F:14])[C:6]([C:16]([N:18]1[CH2:23][CH2:22][O:21][CH2:20][CH2:19]1)=[O:17])=[CH:5]3)[CH2:25]2. (2) Given the reactants [F:1][C:2]1[CH:10]=[C:9]2[C:5]([C:6]([C:11]3[CH:12]=[CH:13][C:14]([NH2:17])=[N:15][CH:16]=3)=[CH:7][NH:8]2)=[CH:4][CH:3]=1.[NH:18]([C:26]([O:28][C:29]([CH3:32])([CH3:31])[CH3:30])=[O:27])[C@H:19]([C:23](O)=[O:24])[CH:20]([CH3:22])[CH3:21], predict the reaction product. The product is: [F:1][C:2]1[CH:10]=[C:9]2[C:5]([C:6]([C:11]3[CH:12]=[CH:13][C:14]([NH:17][C:23](=[O:24])[C@@H:19]([NH:18][C:26](=[O:27])[O:28][C:29]([CH3:32])([CH3:31])[CH3:30])[CH:20]([CH3:22])[CH3:21])=[N:15][CH:16]=3)=[CH:7][NH:8]2)=[CH:4][CH:3]=1. (3) Given the reactants Cl[CH2:2][CH2:3][CH2:4][CH2:5][N:6]1[C:10]2[CH:11]=[CH:12][CH:13]=[CH:14][C:9]=2[N:8]=[N:7]1.[C:15]1([CH:25]2[CH2:30][CH2:29][NH:28][CH2:27][CH2:26]2)[C:24]2[C:19](=[CH:20][CH:21]=[CH:22][CH:23]=2)[CH:18]=[CH:17][CH:16]=1.C(N(C(C)C)CC)(C)C.[I-].[K+], predict the reaction product. The product is: [N:6]1([CH2:5][CH2:4][CH2:3][CH2:2][N:28]2[CH2:29][CH2:30][CH:25]([C:15]3[C:24]4[C:19](=[CH:20][CH:21]=[CH:22][CH:23]=4)[CH:18]=[CH:17][CH:16]=3)[CH2:26][CH2:27]2)[C:10]2[CH:11]=[CH:12][CH:13]=[CH:14][C:9]=2[N:8]=[N:7]1. (4) Given the reactants C[O:2][C:3](=O)[C@H:4]([CH2:19][C:20]1[CH:25]=[CH:24][CH:23]=[CH:22][CH:21]=1)[N:5]=[C:6]([C:13]1[CH:18]=[CH:17][CH:16]=[CH:15][CH:14]=1)[C:7]1[CH:12]=[CH:11][CH:10]=[CH:9][CH:8]=1.Br[CH2:28][Cl:29].CCCCCC.C([Li])CCC.[Cl-].[NH4+], predict the reaction product. The product is: [Cl:29][CH2:28][C:3](=[O:2])[C@@H:4]([N:5]=[C:6]([C:13]1[CH:18]=[CH:17][CH:16]=[CH:15][CH:14]=1)[C:7]1[CH:12]=[CH:11][CH:10]=[CH:9][CH:8]=1)[CH2:19][C:20]1[CH:21]=[CH:22][CH:23]=[CH:24][CH:25]=1. (5) Given the reactants [CH3:1][C:2]1[S:3][CH:4]=[C:5]([C:7]([NH:9][C:10]2[CH:18]=[C:17]([Sn](C)(C)C)[CH:16]=[C:15]3[C:11]=2[CH:12]=[N:13][N:14]3S(C2C=CC=CC=2)(=O)=O)=[O:8])[N:6]=1.Br[C:33]1[CH:38]=[CH:37][C:36]([S:39]([NH2:42])(=[O:41])=[O:40])=[CH:35][CH:34]=1.CC#N, predict the reaction product. The product is: [NH2:42][S:39]([C:36]1[CH:37]=[CH:38][C:33]([C:17]2[CH:16]=[C:15]3[C:11]([CH:12]=[N:13][NH:14]3)=[C:10]([NH:9][C:7]([C:5]3[N:6]=[C:2]([CH3:1])[S:3][CH:4]=3)=[O:8])[CH:18]=2)=[CH:34][CH:35]=1)(=[O:41])=[O:40]. (6) Given the reactants [Cl:1][C:2]1[CH:3]=[C:4]([N:10]2[CH:14]([CH:15]3[CH2:19][CH2:18][CH2:17][CH2:16]3)[CH2:13][C:12]([C:20]3[CH:28]=[CH:27][C:23]([C:24]([OH:26])=[O:25])=[C:22]([O:29][CH3:30])[N:21]=3)=[N:11]2)[CH:5]=[CH:6][C:7]=1[C:8]#[N:9].CO.C(=O)=O, predict the reaction product. The product is: [Cl:1][C:2]1[CH:3]=[C:4]([N:10]2[C@@H:14]([CH:15]3[CH2:19][CH2:18][CH2:17][CH2:16]3)[CH2:13][C:12]([C:20]3[CH:28]=[CH:27][C:23]([C:24]([OH:26])=[O:25])=[C:22]([O:29][CH3:30])[N:21]=3)=[N:11]2)[CH:5]=[CH:6][C:7]=1[C:8]#[N:9].